Predict the reactants needed to synthesize the given product. From a dataset of Full USPTO retrosynthesis dataset with 1.9M reactions from patents (1976-2016). (1) Given the product [CH3:1][O:2][C:3]1[CH:4]=[C:5]2[C:9](=[CH:10][CH:11]=1)[C:8](=[O:12])[N:7]([CH:16]([CH:22]([CH3:24])[CH3:23])[C:17]([O:19][CH2:20][CH3:21])=[O:18])[CH2:6]2, predict the reactants needed to synthesize it. The reactants are: [CH3:1][O:2][C:3]1[CH:4]=[C:5]2[C:9](=[CH:10][CH:11]=1)[C:8](=[O:12])[NH:7][CH2:6]2.[H-].[Na+].Br[CH:16]([CH:22]([CH3:24])[CH3:23])[C:17]([O:19][CH2:20][CH3:21])=[O:18].[Cl-].[NH4+]. (2) Given the product [CH2:1]([O:8][C:9]1[N:14]=[CH:13][C:12]([O:15][C:16]2[CH:17]=[CH:18][C:19]([C:22]#[C:23][CH:24]([NH:26][C:27](=[O:29])[CH3:28])[CH3:25])=[CH:20][CH:21]=2)=[CH:11][CH:10]=1)[C:2]1[CH:7]=[CH:6][CH:5]=[CH:4][CH:3]=1, predict the reactants needed to synthesize it. The reactants are: [CH2:1]([O:8][C:9]1[N:14]=[CH:13][C:12]([O:15][C:16]2[CH:21]=[CH:20][C:19]([C:22]#[C:23][CH:24]([NH2:26])[CH3:25])=[CH:18][CH:17]=2)=[CH:11][CH:10]=1)[C:2]1[CH:7]=[CH:6][CH:5]=[CH:4][CH:3]=1.[C:27](OC(=O)C)(=[O:29])[CH3:28]. (3) The reactants are: [F:1][C:2]1[CH:3]=[C:4]([CH:14]=[CH:15][CH:16]=1)[CH2:5][N:6]1[CH2:11][CH2:10][O:9][CH:8]([CH2:12][NH2:13])[CH2:7]1.[CH3:17][S:18]([NH:21][C:22]1[CH:27]=[CH:26][C:25]([CH2:28][C:29](O)=[O:30])=[CH:24][CH:23]=1)(=[O:20])=[O:19].ON1C2C=CC=CC=2N=N1.C(N(CC)C(C)C)(C)C.Cl.CN(C)CCCN=C=NCC. Given the product [F:1][C:2]1[CH:3]=[C:4]([CH:14]=[CH:15][CH:16]=1)[CH2:5][N:6]1[CH2:11][CH2:10][O:9][CH:8]([CH2:12][NH:13][C:29](=[O:30])[CH2:28][C:25]2[CH:24]=[CH:23][C:22]([NH:21][S:18]([CH3:17])(=[O:19])=[O:20])=[CH:27][CH:26]=2)[CH2:7]1, predict the reactants needed to synthesize it.